This data is from Catalyst prediction with 721,799 reactions and 888 catalyst types from USPTO. The task is: Predict which catalyst facilitates the given reaction. (1) Reactant: C(O)C.[O:4]=[C:5]1[CH:14]=[N:13][C:12]2[C:7](=[CH:8][CH:9]=[CH:10][CH:11]=2)[N:6]1[CH2:15][CH2:16][CH2:17][C:18]1([C:32]([O:34]CC)=[O:33])[CH2:23][CH2:22][N:21]([CH2:24][CH2:25][S:26][C:27]2[S:28][CH:29]=[CH:30][CH:31]=2)[CH2:20][CH2:19]1.[OH-].[Na+]. Product: [O:4]=[C:5]1[CH:14]=[N:13][C:12]2[C:7](=[CH:8][CH:9]=[CH:10][CH:11]=2)[N:6]1[CH2:15][CH2:16][CH2:17][C:18]1([C:32]([OH:34])=[O:33])[CH2:23][CH2:22][N:21]([CH2:24][CH2:25][S:26][C:27]2[S:28][CH:29]=[CH:30][CH:31]=2)[CH2:20][CH2:19]1. The catalyst class is: 6. (2) Reactant: Cl[C:2]1[N:3]=[CH:4][C:5]2[C:10]([C:11]3[CH:16]=[CH:15][CH:14]=[CH:13][CH:12]=3)=[CH:9][S:8][C:6]=2[N:7]=1.[N:17]1([CH2:22][CH2:23][O:24][CH2:25][CH:26]2[CH2:31][CH2:30][NH:29][CH2:28][CH2:27]2)[CH2:21][CH2:20][CH2:19][CH2:18]1.C(=O)([O-])[O-].[K+].[K+]. Product: [C:11]1([C:10]2[C:5]3[CH:4]=[N:3][C:2]([N:29]4[CH2:30][CH2:31][CH:26]([CH2:25][O:24][CH2:23][CH2:22][N:17]5[CH2:21][CH2:20][CH2:19][CH2:18]5)[CH2:27][CH2:28]4)=[N:7][C:6]=3[S:8][CH:9]=2)[CH:16]=[CH:15][CH:14]=[CH:13][CH:12]=1. The catalyst class is: 291.